This data is from Full USPTO retrosynthesis dataset with 1.9M reactions from patents (1976-2016). The task is: Predict the reactants needed to synthesize the given product. (1) The reactants are: O[CH2:2][C:3](=[CH2:9])[C:4]([O:6][CH2:7][CH3:8])=[O:5].CCN(S(F)(F)[F:16])CC. Given the product [F:16][CH2:2][C:3](=[CH2:9])[C:4]([O:6][CH2:7][CH3:8])=[O:5], predict the reactants needed to synthesize it. (2) Given the product [CH3:23][O:24][C:25]1[N:30]=[C:29]([O:31][CH3:32])[C:28]([C:33]2[CH:42]=[C:41]3[C:36]([C:37]([NH:13][C:11]4[CH:12]=[C:7]([NH:6][S:3]([C:2]([F:22])([F:21])[F:1])(=[O:5])=[O:4])[CH:8]=[C:9]([C:16]5[O:17][CH:18]=[CH:19][CH:20]=5)[CH:10]=4)=[C:38]([C:43]([NH2:45])=[O:44])[CH:39]=[N:40]3)=[CH:35][CH:34]=2)=[CH:27][N:26]=1, predict the reactants needed to synthesize it. The reactants are: [F:1][C:2]([F:22])([F:21])[S:3]([NH:6][C:7]1[CH:12]=[C:11]([N+:13]([O-])=O)[CH:10]=[C:9]([C:16]2[O:17][CH:18]=[CH:19][CH:20]=2)[CH:8]=1)(=[O:5])=[O:4].[CH3:23][O:24][C:25]1[N:30]=[C:29]([O:31][CH3:32])[C:28]([C:33]2[CH:42]=[C:41]3[C:36]([C:37](Cl)=[C:38]([C:43]([NH2:45])=[O:44])[CH:39]=[N:40]3)=[CH:35][CH:34]=2)=[CH:27][N:26]=1. (3) The reactants are: O1CCCCC1[N:7]1[C:15]2[C:10](=[CH:11][C:12]([C:16]3[N:20]=[CH:19][N:18](C(C4C=CC=CC=4)(C4C=CC=CC=4)C4C=CC=CC=4)[N:17]=3)=[CH:13][CH:14]=2)[C:9]([C:40]2[CH:41]=[C:42]([CH:47]=[CH:48][CH:49]=2)[C:43](OC)=[O:44])=[N:8]1.O.[OH-].[Li+].[CH2:53]1[C:61]2[C:56](=[CH:57][CH:58]=[CH:59][CH:60]=2)[C@@H:55]([NH2:62])[C@H:54]1[OH:63].O.ON1C2C=CC=CC=2N=N1.Cl.CN(C)CCCN=C=NCC. Given the product [NH:17]1[C:16]([C:12]2[CH:11]=[C:10]3[C:15](=[CH:14][CH:13]=2)[NH:7][N:8]=[C:9]3[C:40]2[CH:41]=[C:42]([C:43]([NH:62][C@@H:55]3[C:56]4[C:61](=[CH:60][CH:59]=[CH:58][CH:57]=4)[CH2:53][C@@H:54]3[OH:63])=[O:44])[CH:47]=[CH:48][CH:49]=2)=[N:20][CH:19]=[N:18]1, predict the reactants needed to synthesize it.